From a dataset of Peptide-MHC class II binding affinity with 134,281 pairs from IEDB. Regression. Given a peptide amino acid sequence and an MHC pseudo amino acid sequence, predict their binding affinity value. This is MHC class II binding data. (1) The peptide sequence is EAIIRILQQLLFIHFRIGCQHSR. The MHC is HLA-DQA10101-DQB10501 with pseudo-sequence HLA-DQA10101-DQB10501. The binding affinity (normalized) is 0.522. (2) The peptide sequence is YDKFLANVSTVSTGK. The MHC is DRB3_0202 with pseudo-sequence DRB3_0202. The binding affinity (normalized) is 0.983. (3) The peptide sequence is GELMIVDKIDAAFKI. The MHC is DRB1_1101 with pseudo-sequence DRB1_1101. The binding affinity (normalized) is 0.676. (4) The peptide sequence is IVPPADKYRTFVATF. The MHC is HLA-DPA10201-DPB10101 with pseudo-sequence HLA-DPA10201-DPB10101. The binding affinity (normalized) is 0.208. (5) The peptide sequence is YEAQILNYSKAKSSLES. The MHC is DRB1_1501 with pseudo-sequence DRB1_1501. The binding affinity (normalized) is 0.654. (6) The peptide sequence is NKHNRLYMEARPLEE. The MHC is HLA-DPA10201-DPB10101 with pseudo-sequence HLA-DPA10201-DPB10101. The binding affinity (normalized) is 0.226. (7) The peptide sequence is FEIKCTKPEACSGEP. The MHC is DRB1_1501 with pseudo-sequence DRB1_1501. The binding affinity (normalized) is 0. (8) The peptide sequence is YKLIDNSLILLECFV. The MHC is DRB1_0802 with pseudo-sequence DRB1_0802. The binding affinity (normalized) is 0.